From a dataset of Full USPTO retrosynthesis dataset with 1.9M reactions from patents (1976-2016). Predict the reactants needed to synthesize the given product. (1) Given the product [NH2:8][C:6]1[N:5]2[CH:11]=[C:12]([C:13]([O:15][CH2:16][CH3:17])=[O:14])[N:9]=[C:4]2[CH:3]=[C:2]([Br:1])[CH:7]=1, predict the reactants needed to synthesize it. The reactants are: [Br:1][C:2]1[CH:7]=[C:6]([NH2:8])[N:5]=[C:4]([NH2:9])[CH:3]=1.Br[CH2:11][C:12](=O)[C:13]([O:15][CH2:16][CH3:17])=[O:14]. (2) Given the product [NH2:24][CH2:23][CH:20]1[CH2:21][CH2:22][N:17]([C:15]2[C:14]([F:32])=[CH:13][N:12]=[C:11]([NH:10][C:7]3[CH:6]=[CH:5][C:4]([C:1]([NH2:2])=[O:3])=[CH:9][CH:8]=3)[N:16]=2)[CH2:18][CH2:19]1, predict the reactants needed to synthesize it. The reactants are: [C:1]([C:4]1[CH:9]=[CH:8][C:7]([NH:10][C:11]2[N:16]=[C:15]([N:17]3[CH2:22][CH2:21][CH:20]([CH2:23][NH:24]C(=O)OC(C)(C)C)[CH2:19][CH2:18]3)[C:14]([F:32])=[CH:13][N:12]=2)=[CH:6][CH:5]=1)(=[O:3])[NH2:2]. (3) Given the product [CH2:12]([C:3]1([C:7]([O:9][CH2:10][CH3:11])=[O:8])[CH2:4][CH2:5][CH2:6][CH:2]1[O:1][C:17](=[O:24])[C:18]1[CH:23]=[CH:22][CH:21]=[CH:20][CH:19]=1)[CH3:13], predict the reactants needed to synthesize it. The reactants are: [OH:1][CH:2]1[CH2:6][CH2:5][CH2:4][C:3]1([CH2:12][CH3:13])[C:7]([O:9][CH2:10][CH3:11])=[O:8].C(Cl)Cl.[C:17](Cl)(=[O:24])[C:18]1[CH:23]=[CH:22][CH:21]=[CH:20][CH:19]=1. (4) Given the product [C:21]([O:24][C:25]([N:7]1[CH:6]([C:12]([OH:14])=[O:13])[CH2:5][C:4]2[C:9](=[CH:10][CH:11]=[C:2]([OH:1])[CH:3]=2)[CH2:8]1)=[O:26])([CH3:23])([CH3:22])[CH3:20], predict the reactants needed to synthesize it. The reactants are: [OH:1][C:2]1[CH:3]=[C:4]2[C:9](=[CH:10][CH:11]=1)[CH2:8][NH:7][CH:6]([C:12]([OH:14])=[O:13])[CH2:5]2.C([O-])(O)=O.[Na+].[CH3:20][C:21]([O:24][C:25](O[C:25]([O:24][C:21]([CH3:23])([CH3:22])[CH3:20])=[O:26])=[O:26])([CH3:23])[CH3:22].Cl. (5) Given the product [CH3:15][O:16][C:17]1[CH:22]=[C:21]([CH3:23])[CH:20]=[CH:19][C:18]=1[CH2:24][O:1][C:2]1[N:6]([C:7]2[CH:12]=[C:11]([C:13]#[N:14])[CH:10]=[CH:9][N:8]=2)[N:5]=[CH:4][CH:3]=1, predict the reactants needed to synthesize it. The reactants are: [OH:1][C:2]1[N:6]([C:7]2[CH:12]=[C:11]([C:13]#[N:14])[CH:10]=[CH:9][N:8]=2)[N:5]=[CH:4][CH:3]=1.[CH3:15][O:16][C:17]1[CH:22]=[C:21]([CH3:23])[CH:20]=[CH:19][C:18]=1[CH2:24]O.